Dataset: Catalyst prediction with 721,799 reactions and 888 catalyst types from USPTO. Task: Predict which catalyst facilitates the given reaction. (1) Reactant: [CH:1]1([N:6]2[CH2:11][CH2:10][N:9]([C:12]([C:14]3[CH:15]=[C:16]4[C:20](=[CH:21][CH:22]=3)[NH:19][C:18]([C:23]([N:25]3[CH2:30][CH2:29][C:28]([F:32])([F:31])[CH2:27][CH2:26]3)=[O:24])=[CH:17]4)=[O:13])[CH2:8][CH2:7]2)[CH2:5][CH2:4][CH2:3][CH2:2]1.[C:33]([C:35]1[CH:36]=[C:37](B(O)O)[CH:38]=[CH:39][CH:40]=1)#[N:34].N1C=CC=CC=1. Product: [CH:1]1([N:6]2[CH2:7][CH2:8][N:9]([C:12]([C:14]3[CH:15]=[C:16]4[C:20](=[CH:21][CH:22]=3)[N:19]([C:39]3[CH:40]=[C:35]([CH:36]=[CH:37][CH:38]=3)[C:33]#[N:34])[C:18]([C:23]([N:25]3[CH2:26][CH2:27][C:28]([F:31])([F:32])[CH2:29][CH2:30]3)=[O:24])=[CH:17]4)=[O:13])[CH2:10][CH2:11]2)[CH2:5][CH2:4][CH2:3][CH2:2]1. The catalyst class is: 221. (2) Reactant: [NH2:1][C:2]1[CH:3]=[CH:4][C:5]([N+:11]([O-:13])=[O:12])=[C:6]([CH:10]=1)[C:7]([OH:9])=[O:8].[CH2:14](OC(=O)C1C=C(N2CCCCC2)C=CC=1N)C.S(Cl)(Cl)=O. Product: [CH3:14][O:8][C:7](=[O:9])[C:6]1[CH:10]=[C:2]([NH2:1])[CH:3]=[CH:4][C:5]=1[N+:11]([O-:13])=[O:12]. The catalyst class is: 5. (3) Reactant: I[C:2]1[C:7]2[N:8]=[C:9]([C:11]3[CH:16]=[CH:15][C:14]([O:17][CH3:18])=[CH:13][CH:12]=3)[S:10][C:6]=2[CH:5]=[C:4]([O:19][CH3:20])[CH:3]=1.[Cu][C:22]#[N:23].Cl. Product: [C:22]([C:2]1[C:7]2[N:8]=[C:9]([C:11]3[CH:16]=[CH:15][C:14]([O:17][CH3:18])=[CH:13][CH:12]=3)[S:10][C:6]=2[CH:5]=[C:4]([O:19][CH3:20])[CH:3]=1)#[N:23]. The catalyst class is: 3. (4) Reactant: [CH3:1][O:2][C:3](=[O:12])[C:4]1[CH:9]=[CH:8][CH:7]=[C:6]([NH2:10])[C:5]=1[NH2:11].[C:13]1([C:28]2[CH:33]=[CH:32][CH:31]=[CH:30][CH:29]=2)[C:14](C2C(C(O)=O)=CC=CC=2)=[CH:15][CH:16]=[CH:17][CH:18]=1.CN([C:37]([O:41]N1N=NC2C=CC=NC1=2)=[N+](C)C)C.F[P-](F)(F)(F)(F)F.C(N(C(C)C)CC)(C)C. Product: [CH3:1][O:2][C:3](=[O:12])[C:4]1[CH:9]=[CH:8][CH:7]=[C:6]([NH:10][C:37]([C:31]2[CH:30]=[CH:29][C:28]([C:13]3[CH:18]=[CH:17][CH:16]=[CH:15][CH:14]=3)=[CH:33][CH:32]=2)=[O:41])[C:5]=1[NH2:11]. The catalyst class is: 18. (5) Reactant: Br[CH2:2][C:3](=[O:8])[C:4]([F:7])([F:6])[F:5].[Br:9][C:10]1[C:11]([C:22](=[S:24])[NH2:23])=[CH:12][C:13]([NH:16][C:17]([NH:19][CH2:20][CH3:21])=[O:18])=[N:14][CH:15]=1. Product: [Br:9][C:10]1[C:11]([C:22]2[S:24][CH2:2][C:3]([OH:8])([C:4]([F:7])([F:6])[F:5])[N:23]=2)=[CH:12][C:13]([NH:16][C:17]([NH:19][CH2:20][CH3:21])=[O:18])=[N:14][CH:15]=1. The catalyst class is: 10. (6) Product: [Br:12][CH2:9][CH2:8][O:7][C:3]1[CH:2]=[N:1][CH:6]=[CH:5][CH:4]=1. The catalyst class is: 4. Reactant: [N:1]1[CH:6]=[CH:5][CH:4]=[C:3]([O:7][CH2:8][CH2:9]O)[CH:2]=1.C(Br)(Br)(Br)[Br:12].C1(P(C2C=CC=CC=2)C2C=CC=CC=2)C=CC=CC=1. (7) Reactant: [NH2:1][C:2]1[C:3]([C:12]([C:14]2[CH:19]=[CH:18][N:17]=[CH:16][C:15]=2[F:20])=O)=[CH:4][CH:5]=[C:6]2[C:11]=1[N:10]=[CH:9][CH:8]=[CH:7]2.[CH3:21][NH:22][S:23](Cl)(=[O:25])=[O:24].[BH4-].[Na+]. Product: [F:20][C:15]1[CH:16]=[N:17][CH:18]=[CH:19][C:14]=1[CH:12]1[C:3]2[CH:4]=[CH:5][C:6]3[C:11](=[N:10][CH:9]=[CH:8][CH:7]=3)[C:2]=2[NH:1][S:23](=[O:25])(=[O:24])[N:22]1[CH3:21]. The catalyst class is: 17.